Predict the product of the given reaction. From a dataset of Forward reaction prediction with 1.9M reactions from USPTO patents (1976-2016). (1) Given the reactants C(OC([N:8]1[CH2:16][C:15]2[C:10](=[CH:11][C:12]([CH:19]3[CH2:24][CH2:23][O:22][CH2:21][CH2:20]3)=[C:13]([CH2:17][CH3:18])[CH:14]=2)[CH2:9]1)=O)(C)(C)C.[F:25][C:26]([F:31])([F:30])[C:27]([OH:29])=[O:28], predict the reaction product. The product is: [F:25][C:26]([F:31])([F:30])[C:27]([OH:29])=[O:28].[CH2:17]([C:13]1[CH:14]=[C:15]2[C:10](=[CH:11][C:12]=1[CH:19]1[CH2:24][CH2:23][O:22][CH2:21][CH2:20]1)[CH2:9][NH:8][CH2:16]2)[CH3:18]. (2) Given the reactants [CH2:1]([O:8][C:9]([NH:11][C:12]1[C:13]([C:23]([O:25]CC)=[O:24])=[N:14][C:15]2[C:20]([CH:21]=1)=[CH:19][CH:18]=[C:17](Br)[CH:16]=2)=[O:10])[C:2]1[CH:7]=[CH:6][CH:5]=[CH:4][CH:3]=1.[NH:28]1[CH2:33][CH2:32][CH2:31][CH2:30][C:29]1=[O:34].C1(P(C2C=CC=CC=2)C2C3OC4C(=CC=CC=4P(C4C=CC=CC=4)C4C=CC=CC=4)C(C)(C)C=3C=CC=2)C=CC=CC=1.C([O-])([O-])=O.[Cs+].[Cs+], predict the reaction product. The product is: [CH2:1]([O:8][C:9]([NH:11][C:12]1[C:13]([C:23]([OH:25])=[O:24])=[N:14][C:15]2[C:20]([CH:21]=1)=[CH:19][CH:18]=[C:17]([N:28]1[CH2:33][CH2:32][CH2:31][CH2:30][C:29]1=[O:34])[CH:16]=2)=[O:10])[C:2]1[CH:7]=[CH:6][CH:5]=[CH:4][CH:3]=1. (3) Given the reactants C([Li])CCC.Br[C:7]1[CH:12]=[C:11]([O:13][CH3:14])[C:10]([Cl:15])=[C:9]([O:16][CH3:17])[CH:8]=1.C(=O)=O.CO.[B:23](OC(C)C)([O:28]C(C)C)[O:24]C(C)C.Cl, predict the reaction product. The product is: [Cl:15][C:10]1[C:11]([O:13][CH3:14])=[CH:12][C:7]([B:23]([OH:28])[OH:24])=[CH:8][C:9]=1[O:16][CH3:17]. (4) Given the reactants C(O)(C(F)(F)F)=O.[CH3:8][S:9]([C:12]1[CH:17]=[CH:16][C:15](/[C:18](/[CH2:38][O:39][C:40](=[O:50])[CH2:41][CH2:42][CH2:43][CH2:44][CH2:45][O:46][N+:47]([O-:49])=[O:48])=[C:19](\[C:32]2[CH:37]=[CH:36][CH:35]=[CH:34][CH:33]=2)/[C:20]([O:22][C@@H:23]([CH3:31])[C:24]([O:26]C(C)(C)C)=[O:25])=[O:21])=[CH:14][CH:13]=1)(=[O:11])=[O:10], predict the reaction product. The product is: [CH3:8][S:9]([C:12]1[CH:13]=[CH:14][C:15](/[C:18](/[CH2:38][O:39][C:40](=[O:50])[CH2:41][CH2:42][CH2:43][CH2:44][CH2:45][O:46][N+:47]([O-:49])=[O:48])=[C:19](\[C:32]2[CH:33]=[CH:34][CH:35]=[CH:36][CH:37]=2)/[C:20]([O:22][C@@H:23]([CH3:31])[C:24]([OH:26])=[O:25])=[O:21])=[CH:16][CH:17]=1)(=[O:11])=[O:10]. (5) The product is: [Cl:14][CH2:15][C:16]1[O:11][C:10]([C:8]2[CH:7]=[CH:6][C:5]3[O:1][CH2:2][CH2:3][C:4]=3[CH:9]=2)=[N:12][N:13]=1. Given the reactants [O:1]1[C:5]2[CH:6]=[CH:7][C:8]([C:10]([NH:12][NH2:13])=[O:11])=[CH:9][C:4]=2[CH2:3][CH2:2]1.[Cl:14][CH2:15][C:16](OC)(OC)OC, predict the reaction product. (6) Given the reactants [C:1]([O:9][C@@H:10]1[C@@H:33]([O:34][C:35](=[O:42])[C:36]2[CH:41]=[CH:40][CH:39]=[CH:38][CH:37]=2)[C@H:32]([O:43][C:44](=[O:51])[C:45]2[CH:50]=[CH:49][CH:48]=[CH:47][CH:46]=2)[C@@H:31]([C@@H:52]([CH3:62])[O:53][C:54](=[O:61])[C:55]2[CH:60]=[CH:59][CH:58]=[CH:57][CH:56]=2)[O:30][C@H:11]1[O:12][C:13]1[CH:18]=[C:17]([CH2:19][OH:20])[CH:16]=[CH:15][C:14]=1[CH2:21][C:22]1[CH:27]=[CH:26][C:25]([O:28][CH3:29])=[CH:24][CH:23]=1)(=[O:8])[C:2]1[CH:7]=[CH:6][CH:5]=[CH:4][CH:3]=1, predict the reaction product. The product is: [C:1]([O:9][C@@H:10]1[C@@H:33]([O:34][C:35](=[O:42])[C:36]2[CH:41]=[CH:40][CH:39]=[CH:38][CH:37]=2)[C@H:32]([O:43][C:44](=[O:51])[C:45]2[CH:46]=[CH:47][CH:48]=[CH:49][CH:50]=2)[C@@H:31]([C@@H:52]([CH3:62])[O:53][C:54](=[O:61])[C:55]2[CH:60]=[CH:59][CH:58]=[CH:57][CH:56]=2)[O:30][C@H:11]1[O:12][C:13]1[CH:18]=[C:17]([CH:19]=[O:20])[CH:16]=[CH:15][C:14]=1[CH2:21][C:22]1[CH:23]=[CH:24][C:25]([O:28][CH3:29])=[CH:26][CH:27]=1)(=[O:8])[C:2]1[CH:3]=[CH:4][CH:5]=[CH:6][CH:7]=1.